Predict the reaction yield, written as a fraction of the theoretical maximum amount of product (1.0 means a 100% yield; for example, 0.34 means a 34% yield). From a dataset of Reaction yield outcomes from USPTO patents with 853,638 reactions. (1) The reactants are [CH2:1]=O.N[C:4]1[CH:5]=[C:6]([CH:19]=[C:20]([O:22][CH2:23][CH2:24][C:25]2[S:29][CH:28]=[N:27][C:26]=2[CH3:30])[CH:21]=1)[C:7]([NH:9][C:10]1[CH:15]=[CH:14][C:13]([C:16]([OH:18])=[O:17])=[CH:12][N:11]=1)=[O:8].[C:31]([BH3-])#[N:32].[Na+]. The catalyst is CO. The product is [CH3:1][N:32]([CH3:31])[C:4]1[CH:5]=[C:6]([CH:19]=[C:20]([O:22][CH2:23][CH2:24][C:25]2[S:29][CH:28]=[N:27][C:26]=2[CH3:30])[CH:21]=1)[C:7]([NH:9][C:10]1[CH:15]=[CH:14][C:13]([C:16]([OH:18])=[O:17])=[CH:12][N:11]=1)=[O:8]. The yield is 0.190. (2) The reactants are C(=O)([O-])[O-].[Cs+].[Cs+].[Cl:7][C:8]1[N:15]=[C:14]([CH:16]2[CH2:20][CH2:19][CH2:18][CH2:17]2)[CH:13]=[C:12]([C:21]2[CH:26]=[CH:25][C:24]([OH:27])=[CH:23][CH:22]=2)[C:9]=1[C:10]#[N:11].[CH2:28](Br)[C:29]1[CH:34]=[CH:33][CH:32]=[CH:31][CH:30]=1. The catalyst is CS(C)=O.C(OCC)(=O)C. The product is [CH2:28]([O:27][C:24]1[CH:23]=[CH:22][C:21]([C:12]2[C:9]([C:10]#[N:11])=[C:8]([Cl:7])[N:15]=[C:14]([CH:16]3[CH2:17][CH2:18][CH2:19][CH2:20]3)[CH:13]=2)=[CH:26][CH:25]=1)[C:29]1[CH:34]=[CH:33][CH:32]=[CH:31][CH:30]=1. The yield is 0.850.